This data is from Full USPTO retrosynthesis dataset with 1.9M reactions from patents (1976-2016). The task is: Predict the reactants needed to synthesize the given product. Given the product [CH3:18][O:17][CH:14]1[CH2:15][CH2:16][C:7]2([CH2:6][C:5]3[C:9](=[CH:10][C:2]([C:25]4[CH:26]=[C:21]([CH:22]=[CH:23][CH:24]=4)[C:19]#[N:20])=[CH:3][CH:4]=3)[C:8]2=[O:11])[CH2:12][CH2:13]1, predict the reactants needed to synthesize it. The reactants are: Br[C:2]1[CH:10]=[C:9]2[C:5]([CH2:6][C:7]3([CH2:16][CH2:15][CH:14]([O:17][CH3:18])[CH2:13][CH2:12]3)[C:8]2=[O:11])=[CH:4][CH:3]=1.[C:19]([C:21]1[CH:22]=[C:23](B(O)O)[CH:24]=[CH:25][CH:26]=1)#[N:20].